This data is from Catalyst prediction with 721,799 reactions and 888 catalyst types from USPTO. The task is: Predict which catalyst facilitates the given reaction. (1) Reactant: [F:1][C:2]1[CH:34]=[CH:33][C:5]([CH2:6][NH:7][C:8]([C:10]2[N:15]=[C:14]([CH3:16])[N:13]=[C:12]([C:17]3[CH2:21][CH:20]([C:22]4[CH:23]=[CH:24][C:25](=[O:32])[N:26]([CH2:28][C:29]([OH:31])=O)[CH:27]=4)[O:19][N:18]=3)[CH:11]=2)=[O:9])=[CH:4][C:3]=1[O:35][CH3:36].[CH:37]1([NH2:40])[CH2:39][CH2:38]1.CCN=C=NCCCN(C)C.Cl.C1C=CC2N(O)N=NC=2C=1.CCN(C(C)C)C(C)C. The catalyst class is: 3. Product: [CH:37]1([NH:40][C:29](=[O:31])[CH2:28][N:26]2[C:25](=[O:32])[CH:24]=[CH:23][C:22]([CH:20]3[O:19][N:18]=[C:17]([C:12]4[N:13]=[C:14]([CH3:16])[N:15]=[C:10]([C:8]([NH:7][CH2:6][C:5]5[CH:33]=[CH:34][C:2]([F:1])=[C:3]([O:35][CH3:36])[CH:4]=5)=[O:9])[CH:11]=4)[CH2:21]3)=[CH:27]2)[CH2:39][CH2:38]1. (2) Reactant: C(OC([C:6]1[CH2:7][CH2:8][N:9]([C:20]([O:22][C:23]([CH3:26])([CH3:25])[CH3:24])=[O:21])[CH2:10][C:11]=1[NH:12][CH2:13]C1C=CC=CC=1)=O)C.C(OC(C1CCN(C(OC(C)(C)C)=O)CC1=O)=O)C.C(N)C1C=CC=CC=1. Product: [C:23]([O:22][C:20]([N:9]1[CH2:8][CH2:7][CH:6]2[CH:11]([NH:12][CH2:13]2)[CH2:10]1)=[O:21])([CH3:24])([CH3:25])[CH3:26]. The catalyst class is: 11. (3) Reactant: [CH3:1][N:2]([CH2:4][C:5]1[CH2:14][CH2:13][C:12]2[CH:11]=[C:10]([NH2:15])[CH:9]=[CH:8][C:7]=2[CH:6]=1)[CH3:3].C(N(CC)CC)C.[C:23]1([C:33]2[CH:38]=[CH:37][CH:36]=[CH:35][CH:34]=2)[CH:28]=[CH:27][C:26]([S:29]([Cl:32])(=[O:31])=[O:30])=[CH:25][CH:24]=1. Product: [ClH:32].[CH3:3][N:2]([CH2:4][CH:5]1[CH2:14][CH2:13][C:12]2[CH:11]=[C:10]([NH:15][S:29]([C:26]3[CH:25]=[CH:24][C:23]([C:33]4[CH:38]=[CH:37][CH:36]=[CH:35][CH:34]=4)=[CH:28][CH:27]=3)(=[O:31])=[O:30])[CH:9]=[CH:8][C:7]=2[CH2:6]1)[CH3:1]. The catalyst class is: 10. (4) Reactant: [OH:1][CH2:2][CH:3]1[CH2:8][CH2:7][CH2:6][N:5]([C:9]([O:11][C:12]([CH3:15])([CH3:14])[CH3:13])=[O:10])[CH2:4]1.[H-].[Na+].[CH2:18](I)[CH3:19]. Product: [CH2:18]([O:1][CH2:2][CH:3]1[CH2:8][CH2:7][CH2:6][N:5]([C:9]([O:11][C:12]([CH3:15])([CH3:14])[CH3:13])=[O:10])[CH2:4]1)[CH3:19]. The catalyst class is: 3. (5) Reactant: [CH3:1][O:2][C:3]1[CH:19]=[CH:18][C:6]([CH2:7][N:8]2[CH:12]=[C:11]([C:13]([O:15]CC)=[O:14])[CH:10]=[N:9]2)=[CH:5][CH:4]=1.[OH-].[Na+].Cl. Product: [CH3:1][O:2][C:3]1[CH:4]=[CH:5][C:6]([CH2:7][N:8]2[CH:12]=[C:11]([C:13]([OH:15])=[O:14])[CH:10]=[N:9]2)=[CH:18][CH:19]=1. The catalyst class is: 5. (6) Reactant: [H-].[Na+].[NH:3]1[C:11]2[C:6](=[CH:7][C:8]([O:12][C:13]3[CH:18]=[CH:17][N:16]=[C:15]([NH2:19])[N:14]=3)=[CH:9][CH:10]=2)[CH:5]=[CH:4]1.[CH2:20]([NH:22][C:23](=O)[O:24]C1C=CC=CC=1)[CH3:21]. Product: [CH2:20]([NH:22][C:23]([N:3]1[C:11]2[C:6](=[CH:7][C:8]([O:12][C:13]3[CH:18]=[CH:17][N:16]=[C:15]([NH2:19])[N:14]=3)=[CH:9][CH:10]=2)[CH:5]=[CH:4]1)=[O:24])[CH3:21]. The catalyst class is: 9.